Dataset: Peptide-MHC class I binding affinity with 185,985 pairs from IEDB/IMGT. Task: Regression. Given a peptide amino acid sequence and an MHC pseudo amino acid sequence, predict their binding affinity value. This is MHC class I binding data. The binding affinity (normalized) is 0.429. The peptide sequence is SALTALNDM. The MHC is H-2-Db with pseudo-sequence H-2-Db.